From a dataset of CYP2C9 inhibition data for predicting drug metabolism from PubChem BioAssay. Regression/Classification. Given a drug SMILES string, predict its absorption, distribution, metabolism, or excretion properties. Task type varies by dataset: regression for continuous measurements (e.g., permeability, clearance, half-life) or binary classification for categorical outcomes (e.g., BBB penetration, CYP inhibition). Dataset: cyp2c9_veith. (1) The molecule is Cc1ccc(CCN2CC(C(=O)NC3CCCC3)CC2=O)cc1. The result is 0 (non-inhibitor). (2) The result is 0 (non-inhibitor). The molecule is O=c1[nH]ncn2cccc12. (3) The compound is CCN1CCN(c2nn3c(=O)c4ccccc4nc3c3ccccc23)CC1. The result is 0 (non-inhibitor). (4) The molecule is COc1ccccc1CN1CCC2(CC1)CCN(S(=O)(=O)c1ccccc1)CC2. The result is 0 (non-inhibitor). (5) The drug is CO[C@@H]1COC(=O)C/C=C\[C@H](C)COC(=O)[C@H](C)NC(=O)C/C=C\[C@H]1C. The result is 0 (non-inhibitor). (6) The drug is COC(=O)[C@@]1(Cc2ccccc2)[C@H]2c3cc(C(=O)N(C)C)n(C)c3C[C@H]2CN1C(=O)c1ccccc1. The result is 1 (inhibitor). (7) The compound is CCOc1ccc(NC(=O)N2CCC(c3ccc(C)cc3)C2)cc1. The result is 0 (non-inhibitor).